Dataset: NCI-60 drug combinations with 297,098 pairs across 59 cell lines. Task: Regression. Given two drug SMILES strings and cell line genomic features, predict the synergy score measuring deviation from expected non-interaction effect. (1) Drug 1: CC1=CC2C(CCC3(C2CCC3(C(=O)C)OC(=O)C)C)C4(C1=CC(=O)CC4)C. Drug 2: CC1=C(C=C(C=C1)C(=O)NC2=CC(=CC(=C2)C(F)(F)F)N3C=C(N=C3)C)NC4=NC=CC(=N4)C5=CN=CC=C5. Cell line: CCRF-CEM. Synergy scores: CSS=4.00, Synergy_ZIP=1.81, Synergy_Bliss=5.57, Synergy_Loewe=0.906, Synergy_HSA=0.174. (2) Drug 1: C(CC(=O)O)C(=O)CN.Cl. Drug 2: CC1C(C(CC(O1)OC2CC(CC3=C2C(=C4C(=C3O)C(=O)C5=C(C4=O)C(=CC=C5)OC)O)(C(=O)CO)O)N)O.Cl. Cell line: NCI/ADR-RES. Synergy scores: CSS=13.4, Synergy_ZIP=-4.61, Synergy_Bliss=-0.815, Synergy_Loewe=-4.40, Synergy_HSA=-0.759. (3) Drug 1: CC12CCC(CC1=CCC3C2CCC4(C3CC=C4C5=CN=CC=C5)C)O. Drug 2: CCN(CC)CCNC(=O)C1=C(NC(=C1C)C=C2C3=C(C=CC(=C3)F)NC2=O)C. Cell line: SN12C. Synergy scores: CSS=4.81, Synergy_ZIP=3.96, Synergy_Bliss=1.33, Synergy_Loewe=2.05, Synergy_HSA=2.12.